Dataset: Catalyst prediction with 721,799 reactions and 888 catalyst types from USPTO. Task: Predict which catalyst facilitates the given reaction. Reactant: [Cl:1][C:2]1[CH:7]=[C:6]([CH3:8])[CH:5]=[CH:4][N:3]=1.[Li+].CC([N-]C(C)C)C.[C:17](=O)([O:21]CC)[O:18][CH2:19][CH3:20].O. Product: [Cl:1][C:2]1[CH:7]=[C:6]([CH2:8][C:17]([O:18][CH2:19][CH3:20])=[O:21])[CH:5]=[CH:4][N:3]=1. The catalyst class is: 1.